Task: Predict the product of the given reaction.. Dataset: Forward reaction prediction with 1.9M reactions from USPTO patents (1976-2016) (1) Given the reactants I[C:2]1[N:14]([S:15]([C:18]2[CH:24]=[CH:23][C:21]([CH3:22])=[CH:20][CH:19]=2)(=[O:17])=[O:16])[C:5]2=[N:6][CH:7]=[C:8]3[CH:12]=[N:11][N:10]([CH3:13])[C:9]3=[C:4]2[CH:3]=1.[CH3:25][S:26]([C:29]1[CH:30]=[C:31](B(O)O)[CH:32]=[CH:33][CH:34]=1)(=[O:28])=[O:27].C([O-])([O-])=O.[Na+].[Na+], predict the reaction product. The product is: [CH3:13][N:10]1[C:9]2=[C:4]3[CH:3]=[C:2]([C:33]4[CH:32]=[CH:31][CH:30]=[C:29]([S:26]([CH3:25])(=[O:28])=[O:27])[CH:34]=4)[N:14]([S:15]([C:18]4[CH:24]=[CH:23][C:21]([CH3:22])=[CH:20][CH:19]=4)(=[O:17])=[O:16])[C:5]3=[N:6][CH:7]=[C:8]2[CH:12]=[N:11]1. (2) Given the reactants [F:1][C:2]1[CH:7]=[CH:6][C:5]([C:8](=[O:11])[CH2:9][CH3:10])=[C:4]([NH:12][C:13]2[CH:18]=[CH:17][CH:16]=[CH:15][C:14]=2[F:19])[CH:3]=1.[C:20](Cl)(=O)C(Cl)=O, predict the reaction product. The product is: [F:1][C:2]1[CH:3]=[C:4]2[C:5]([C:8](=[O:11])[C:9]([CH3:20])=[CH:10][N:12]2[C:13]2[CH:18]=[CH:17][CH:16]=[CH:15][C:14]=2[F:19])=[CH:6][CH:7]=1. (3) Given the reactants [NH2:1][C:2]1[CH:7]=[CH:6][C:5]([C:8]([CH3:11])([CH3:10])[CH3:9])=[CH:4][C:3]=1[NH:12][C:13](=O)[CH2:14][CH2:15][CH2:16][CH2:17][N:18]([CH2:23][C@@H:24]1[C@@H:31]2[C@@H:27]([O:28][C:29]([CH3:33])([CH3:32])[O:30]2)[C@H:26]([N:34]2[CH:42]=[N:41][C:40]3[C:35]2=[N:36][CH:37]=[N:38][C:39]=3[NH2:43])[O:25]1)[S:19]([CH3:22])(=[O:21])=[O:20], predict the reaction product. The product is: [NH2:43][C:39]1[N:38]=[CH:37][N:36]=[C:35]2[C:40]=1[N:41]=[CH:42][N:34]2[C@H:26]1[C@@H:27]2[O:28][C:29]([CH3:33])([CH3:32])[O:30][C@@H:31]2[C@@H:24]([CH2:23][N:18]([CH2:17][CH2:16][CH2:15][CH2:14][C:13]2[NH:1][C:2]3[CH:7]=[CH:6][C:5]([C:8]([CH3:10])([CH3:9])[CH3:11])=[CH:4][C:3]=3[N:12]=2)[S:19]([CH3:22])(=[O:20])=[O:21])[O:25]1. (4) Given the reactants ClC(OCC(C)C)=O.[C:9]([O:13][C:14]([NH:16][C@H:17]1[CH2:23][CH2:22][S:21][C@H:20]2[CH2:24][CH2:25][CH2:26][C@@H:27]([C:28]([OH:30])=O)[N:19]2[C:18]1=[O:31])=[O:15])([CH3:12])([CH3:11])[CH3:10].C[N:33]1CCOCC1.[NH4+].[OH-], predict the reaction product. The product is: [C:28]([C@H:27]1[N:19]2[C@@H:20]([S:21][CH2:22][CH2:23][C@H:17]([NH:16][C:14](=[O:15])[O:13][C:9]([CH3:11])([CH3:10])[CH3:12])[C:18]2=[O:31])[CH2:24][CH2:25][CH2:26]1)(=[O:30])[NH2:33]. (5) Given the reactants Cl[C:2]1[N:10]=[C:9]2[C:5]([N:6]=[CH:7][N:8]2[CH:11]([CH3:13])[CH3:12])=[C:4]([NH:14][CH2:15][CH2:16][C:17]2[CH:22]=[CH:21][C:20]([OH:23])=[CH:19][CH:18]=2)[N:3]=1.[CH3:24][C:25]1[NH:26][CH:27]=[CH:28][N:29]=1, predict the reaction product. The product is: [CH:11]([N:8]1[CH:7]=[N:6][C:5]2[C:9]1=[N:10][C:2]([N:26]1[CH:27]=[CH:28][N:29]=[C:25]1[CH3:24])=[N:3][C:4]=2[NH:14][CH2:15][CH2:16][C:17]1[CH:22]=[CH:21][C:20]([OH:23])=[CH:19][CH:18]=1)([CH3:13])[CH3:12].